Dataset: Forward reaction prediction with 1.9M reactions from USPTO patents (1976-2016). Task: Predict the product of the given reaction. (1) Given the reactants [CH3:1][CH:2]([CH3:30])[CH2:3][C@H:4]([NH:22]C(=O)OC(C)(C)C)[CH2:5][O:6][C:7]1[CH:8]=[CH:9][C:10]2[C:19]3[C:14](=[CH:15][N:16]=[CH:17][CH:18]=3)[C:13](=[O:20])[NH:12][C:11]=2[CH:21]=1.Cl, predict the reaction product. The product is: [NH2:22][C@@H:4]([CH2:3][CH:2]([CH3:30])[CH3:1])[CH2:5][O:6][C:7]1[CH:8]=[CH:9][C:10]2[C:19]3[C:14](=[CH:15][N:16]=[CH:17][CH:18]=3)[C:13](=[O:20])[NH:12][C:11]=2[CH:21]=1. (2) Given the reactants [C:1]([N:5]1[C:9]([C:10]2[CH:15]=[CH:14][C:13]([F:16])=[CH:12][CH:11]=2)=[C:8]([C:17]2[S:18][CH:19]=[C:20]([CH2:22][C:23](O)=[O:24])[N:21]=2)[CH:7]=[N:6]1)([CH3:4])([CH3:3])[CH3:2].[O:26]1[CH2:31][CH2:30][N:29]([CH2:32][CH2:33][NH2:34])[CH2:28][CH2:27]1, predict the reaction product. The product is: [C:1]([N:5]1[C:9]([C:10]2[CH:15]=[CH:14][C:13]([F:16])=[CH:12][CH:11]=2)=[C:8]([C:17]2[S:18][CH:19]=[C:20]([CH2:22][C:23]([NH:34][CH2:33][CH2:32][N:29]3[CH2:30][CH2:31][O:26][CH2:27][CH2:28]3)=[O:24])[N:21]=2)[CH:7]=[N:6]1)([CH3:2])([CH3:3])[CH3:4]. (3) Given the reactants [Cl:1][C:2]1[CH:3]=[C:4]([C:10]2[CH:14]=[CH:13][N:12]([CH2:15][C@@H:16]([NH:18][C:19]([C:21]3[N:22]=[C:23]([CH2:26]Cl)[O:24][CH:25]=3)=[O:20])[CH3:17])[N:11]=2)[CH:5]=[CH:6][C:7]=1[C:8]#[N:9].C(=O)([O-])[O-].[K+].[K+].[C:34]1(=[O:40])[NH:38][C:37](=[O:39])[CH2:36][CH2:35]1.C(Cl)Cl, predict the reaction product. The product is: [Cl:1][C:2]1[CH:3]=[C:4]([C:10]2[CH:14]=[CH:13][N:12]([CH2:15][C@@H:16]([NH:18][C:19]([C:21]3[N:22]=[C:23]([CH2:26][N:38]4[C:34](=[O:40])[CH2:35][CH2:36][C:37]4=[O:39])[O:24][CH:25]=3)=[O:20])[CH3:17])[N:11]=2)[CH:5]=[CH:6][C:7]=1[C:8]#[N:9].